Dataset: Peptide-MHC class I binding affinity with 185,985 pairs from IEDB/IMGT. Task: Regression. Given a peptide amino acid sequence and an MHC pseudo amino acid sequence, predict their binding affinity value. This is MHC class I binding data. The peptide sequence is KTHSFTLGF. The MHC is HLA-A68:02 with pseudo-sequence HLA-A68:02. The binding affinity (normalized) is 0.0847.